This data is from NCI-60 drug combinations with 297,098 pairs across 59 cell lines. The task is: Regression. Given two drug SMILES strings and cell line genomic features, predict the synergy score measuring deviation from expected non-interaction effect. (1) Drug 1: CC1CCC2CC(C(=CC=CC=CC(CC(C(=O)C(C(C(=CC(C(=O)CC(OC(=O)C3CCCCN3C(=O)C(=O)C1(O2)O)C(C)CC4CCC(C(C4)OC)O)C)C)O)OC)C)C)C)OC. Drug 2: CC1CCC2CC(C(=CC=CC=CC(CC(C(=O)C(C(C(=CC(C(=O)CC(OC(=O)C3CCCCN3C(=O)C(=O)C1(O2)O)C(C)CC4CCC(C(C4)OC)OCCO)C)C)O)OC)C)C)C)OC. Cell line: DU-145. Synergy scores: CSS=11.9, Synergy_ZIP=-0.0315, Synergy_Bliss=1.90, Synergy_Loewe=0.808, Synergy_HSA=3.03. (2) Drug 1: C1CN1C2=NC(=NC(=N2)N3CC3)N4CC4. Drug 2: CNC(=O)C1=NC=CC(=C1)OC2=CC=C(C=C2)NC(=O)NC3=CC(=C(C=C3)Cl)C(F)(F)F. Cell line: RXF 393. Synergy scores: CSS=-4.03, Synergy_ZIP=-13.6, Synergy_Bliss=-33.0, Synergy_Loewe=-38.1, Synergy_HSA=-38.1. (3) Drug 1: CC12CCC(CC1=CCC3C2CCC4(C3CC=C4C5=CN=CC=C5)C)O. Drug 2: CC1=C2C(C(=O)C3(C(CC4C(C3C(C(C2(C)C)(CC1OC(=O)C(C(C5=CC=CC=C5)NC(=O)OC(C)(C)C)O)O)OC(=O)C6=CC=CC=C6)(CO4)OC(=O)C)OC)C)OC. Cell line: NCI-H460. Synergy scores: CSS=46.8, Synergy_ZIP=1.21, Synergy_Bliss=2.54, Synergy_Loewe=-21.5, Synergy_HSA=2.05. (4) Drug 1: C1=NC(=NC(=O)N1C2C(C(C(O2)CO)O)O)N. Drug 2: C1CN1C2=NC(=NC(=N2)N3CC3)N4CC4. Cell line: LOX IMVI. Synergy scores: CSS=45.4, Synergy_ZIP=-1.18, Synergy_Bliss=-1.53, Synergy_Loewe=1.97, Synergy_HSA=5.32. (5) Drug 1: CC1C(C(CC(O1)OC2CC(OC(C2O)C)OC3=CC4=CC5=C(C(=O)C(C(C5)C(C(=O)C(C(C)O)O)OC)OC6CC(C(C(O6)C)O)OC7CC(C(C(O7)C)O)OC8CC(C(C(O8)C)O)(C)O)C(=C4C(=C3C)O)O)O)O. Drug 2: C1CCC(C(C1)N)N.C(=O)(C(=O)[O-])[O-].[Pt+4]. Cell line: TK-10. Synergy scores: CSS=33.5, Synergy_ZIP=1.11, Synergy_Bliss=1.51, Synergy_Loewe=-10.8, Synergy_HSA=2.29. (6) Synergy scores: CSS=26.1, Synergy_ZIP=-3.47, Synergy_Bliss=8.78, Synergy_Loewe=-12.6, Synergy_HSA=4.40. Drug 2: CCC1(C2=C(COC1=O)C(=O)N3CC4=CC5=C(C=CC(=C5CN(C)C)O)N=C4C3=C2)O.Cl. Drug 1: CC1=C(C=C(C=C1)C(=O)NC2=CC(=CC(=C2)C(F)(F)F)N3C=C(N=C3)C)NC4=NC=CC(=N4)C5=CN=CC=C5. Cell line: SK-OV-3.